This data is from Forward reaction prediction with 1.9M reactions from USPTO patents (1976-2016). The task is: Predict the product of the given reaction. (1) Given the reactants Cl[CH2:2][C:3]([NH:5][CH:6]([CH3:12])[C:7](OCC)=[O:8])=[O:4].[NH3:13], predict the reaction product. The product is: [CH3:12][CH:6]1[NH:5][C:3](=[O:4])[CH2:2][NH:13][C:7]1=[O:8]. (2) Given the reactants [CH3:1][S:2]([C:5]1[CH:6]=[C:7]([C:11]2[CH:16]=[CH:15][C:14]([N:17]3[CH:21]=[C:20]([C:22]([NH:24][NH2:25])=O)[N:19]=[C:18]3[C:26]3[CH:31]=[CH:30][CH:29]=[CH:28][C:27]=3[C:32]([F:35])([F:34])[F:33])=[CH:13][CH:12]=2)[CH:8]=[CH:9][CH:10]=1)(=[O:4])=[O:3].[CH3:36][N:37]=[C:38]=[S:39].Cl, predict the reaction product. The product is: [CH3:36][N:37]1[C:38](=[S:39])[NH:25][N:24]=[C:22]1[C:20]1[N:19]=[C:18]([C:26]2[CH:31]=[CH:30][CH:29]=[CH:28][C:27]=2[C:32]([F:35])([F:34])[F:33])[N:17]([C:14]2[CH:15]=[CH:16][C:11]([C:7]3[CH:8]=[CH:9][CH:10]=[C:5]([S:2]([CH3:1])(=[O:4])=[O:3])[CH:6]=3)=[CH:12][CH:13]=2)[CH:21]=1. (3) Given the reactants ClC1C=[C:10]2[C:5]([C:6](=O)[C:7]([CH2:18][NH:19][C:20](=[O:31])OC3C=CC([N+]([O-])=O)=CC=3)=CN2C2C=CC=CC=2)=CC=1.C1([NH2:38])CCCC1, predict the reaction product. The product is: [CH:18]1([NH:19][C:20](=[O:31])[NH2:38])[CH2:7][CH2:6][CH2:5][CH2:10]1.